The task is: Predict the reaction yield, written as a fraction of the theoretical maximum amount of product (1.0 means a 100% yield; for example, 0.34 means a 34% yield).. This data is from Reaction yield outcomes from USPTO patents with 853,638 reactions. (1) The reactants are F[C:2]1[CH:3]=[C:4]([CH:7]=[CH:8][C:9]=1[N:10]1[C:18]2[CH2:17][C:16]([CH3:20])([CH3:19])[CH2:15][C:14](=[O:21])[C:13]=2[CH:12]=[C:11]1[CH3:22])[C:5]#[N:6].[CH2:23]([OH:27])[CH2:24][CH2:25][CH3:26].[H-].[Na+].CN(C=[O:34])C. No catalyst specified. The product is [CH2:23]([O:27][C:2]1[CH:3]=[C:4]([CH:7]=[CH:8][C:9]=1[N:10]1[C:18]2[CH2:17][C:16]([CH3:20])([CH3:19])[CH2:15][C:14](=[O:21])[C:13]=2[CH:12]=[C:11]1[CH3:22])[C:5]([NH2:6])=[O:34])[CH2:24][CH2:25][CH3:26]. The yield is 0.650. (2) The reactants are [OH:1][C:2]1[CH:3]=[C:4]2[C:9](=[CH:10][C:11]=1[CH3:12])[O:8][C:7]1([CH2:21][C:20]([CH3:23])([CH3:22])[C:19]3[C:14](=[CH:15][C:16]([CH3:25])=[C:17]([OH:24])[CH:18]=3)[O:13]1)[CH2:6][C:5]2([CH3:27])[CH3:26].C(=O)([O-])[O-].[K+].[K+].Br[CH2:35][CH2:36][CH2:37][OH:38].Cl. The catalyst is CN(C=O)C.O. The product is [OH:1][C:2]1[CH:3]=[C:4]2[C:9](=[CH:10][C:11]=1[CH3:12])[O:8][C:7]1([CH2:21][C:20]([CH3:22])([CH3:23])[C:19]3[C:14](=[CH:15][C:16]([CH3:25])=[C:17]([O:24][CH2:35][CH2:36][CH2:37][OH:38])[CH:18]=3)[O:13]1)[CH2:6][C:5]2([CH3:27])[CH3:26]. The yield is 0.260. (3) The reactants are [Na].[F:2][C:3]1[CH:8]=[C:7]([F:9])[CH:6]=[CH:5][C:4]=1[CH2:10][NH:11][C:12]([C:14]1[C:15](=[O:30])[C:16]([OH:29])=[C:17]2[C:22](=[O:23])[N:21]3[C@H:24]([CH3:27])[CH2:25][O:26][C@H:20]3[CH2:19][N:18]2[CH:28]=1)=[O:13].FC1C=C(F)C=CC=1CNC(C1C(=O)C(OCC2C=CC=CC=2)=C2C(=O)N3[C@H](C)CO[C@H]3CN2C=1)=O. The catalyst is CO.[Pd]. The product is [F:2][C:3]1[CH:8]=[C:7]([F:9])[CH:6]=[CH:5][C:4]=1[CH2:10][NH:11][C:12]([C:14]1[C:15](=[O:30])[C:16]([OH:29])=[C:17]2[C:22](=[O:23])[N:21]3[C@H:24]([CH3:27])[CH2:25][O:26][C@H:20]3[CH2:19][N:18]2[CH:28]=1)=[O:13]. The yield is 0.860.